From a dataset of Peptide-MHC class I binding affinity with 185,985 pairs from IEDB/IMGT. Regression. Given a peptide amino acid sequence and an MHC pseudo amino acid sequence, predict their binding affinity value. This is MHC class I binding data. (1) The peptide sequence is HLDELTTTL. The MHC is HLA-B39:01 with pseudo-sequence HLA-B39:01. The binding affinity (normalized) is 1.00. (2) The peptide sequence is LELAEITAE. The MHC is HLA-A02:16 with pseudo-sequence HLA-A02:16. The binding affinity (normalized) is 0.0847. (3) The binding affinity (normalized) is 0.514. The peptide sequence is LTTKATTQI. The MHC is Mamu-A01 with pseudo-sequence Mamu-A01. (4) The peptide sequence is KLEYLAPSY. The MHC is HLA-A01:01 with pseudo-sequence HLA-A01:01. The binding affinity (normalized) is 0.596. (5) The peptide sequence is SWFITQRNF. The MHC is HLA-A26:01 with pseudo-sequence HLA-A26:01. The binding affinity (normalized) is 0.192.